From a dataset of Catalyst prediction with 721,799 reactions and 888 catalyst types from USPTO. Predict which catalyst facilitates the given reaction. (1) Reactant: [NH2:1][CH2:2][CH2:3][C:4]1[CH:9]=[CH:8][C:7]([OH:10])=[CH:6][CH:5]=1.CCN(C(C)C)C(C)C.Cl[C:21]1[N:26]=[C:25](Cl)[N:24]=[C:23]([N:28]([CH2:30][CH2:31][CH2:32][C:33]2[CH:38]=[CH:37][C:36]([F:39])=[CH:35][CH:34]=2)[CH3:29])[N:22]=1.ClC1N=C(Cl)N=C(N(CCCC2C=CC(Cl)=CC=2)C)N=1.[F:60]C1C=CC(CCCNC)=CC=1.FC1C=CC=CC=1CCCNC. Product: [F:60][C:25]1[N:24]=[C:23]([N:28]([CH2:30][CH2:31][CH2:32][C:33]2[CH:38]=[CH:37][C:36]([F:39])=[CH:35][CH:34]=2)[CH3:29])[N:22]=[C:21]([NH:1][CH2:2][CH2:3][C:4]2[CH:9]=[CH:8][C:7]([OH:10])=[CH:6][CH:5]=2)[N:26]=1. The catalyst class is: 3. (2) The catalyst class is: 4. Reactant: [CH:1]1([N:7]=[C:8]=[O:9])[CH2:6][CH2:5][CH2:4][CH2:3][CH2:2]1.[O:10]1[C:14]2[CH:15]=[CH:16][C:17]([C:19]#[C:20][C@@H:21]3[C@H:25]4[O:26][CH2:27][C@H:28]([NH2:29])[C@H:24]4[O:23][CH2:22]3)=[CH:18][C:13]=2[O:12][CH2:11]1. Product: [O:10]1[C:14]2[CH:15]=[CH:16][C:17]([C:19]#[C:20][C@@H:21]3[C@H:25]4[O:26][CH2:27][C@H:28]([NH:29][C:8]([NH:7][CH:1]5[CH2:6][CH2:5][CH2:4][CH2:3][CH2:2]5)=[O:9])[C@H:24]4[O:23][CH2:22]3)=[CH:18][C:13]=2[O:12][CH2:11]1.